From a dataset of NCI-60 drug combinations with 297,098 pairs across 59 cell lines. Regression. Given two drug SMILES strings and cell line genomic features, predict the synergy score measuring deviation from expected non-interaction effect. (1) Synergy scores: CSS=-17.5, Synergy_ZIP=8.65, Synergy_Bliss=-0.141, Synergy_Loewe=-15.6, Synergy_HSA=-15.7. Drug 1: CCN(CC)CCNC(=O)C1=C(NC(=C1C)C=C2C3=C(C=CC(=C3)F)NC2=O)C. Drug 2: C(CN)CNCCSP(=O)(O)O. Cell line: MDA-MB-231. (2) Drug 1: C1=CC(=CC=C1CCCC(=O)O)N(CCCl)CCCl. Drug 2: C1CC(C1)(C(=O)O)C(=O)O.[NH2-].[NH2-].[Pt+2]. Cell line: MDA-MB-231. Synergy scores: CSS=15.4, Synergy_ZIP=-11.0, Synergy_Bliss=-8.66, Synergy_Loewe=-5.38, Synergy_HSA=-4.04. (3) Drug 1: CS(=O)(=O)C1=CC(=C(C=C1)C(=O)NC2=CC(=C(C=C2)Cl)C3=CC=CC=N3)Cl. Drug 2: CCN(CC)CCCC(C)NC1=C2C=C(C=CC2=NC3=C1C=CC(=C3)Cl)OC. Cell line: SF-268. Synergy scores: CSS=17.4, Synergy_ZIP=-0.144, Synergy_Bliss=6.03, Synergy_Loewe=-2.44, Synergy_HSA=3.13. (4) Cell line: UACC-257. Drug 2: CC1C(C(CC(O1)OC2CC(CC3=C2C(=C4C(=C3O)C(=O)C5=C(C4=O)C(=CC=C5)OC)O)(C(=O)CO)O)N)O.Cl. Synergy scores: CSS=49.9, Synergy_ZIP=-1.51, Synergy_Bliss=-1.09, Synergy_Loewe=0.799, Synergy_HSA=2.07. Drug 1: C1=NC2=C(N1)C(=S)N=CN2. (5) Drug 1: CN1CCC(CC1)COC2=C(C=C3C(=C2)N=CN=C3NC4=C(C=C(C=C4)Br)F)OC. Drug 2: CC1C(C(CC(O1)OC2CC(CC3=C2C(=C4C(=C3O)C(=O)C5=C(C4=O)C(=CC=C5)OC)O)(C(=O)CO)O)N)O.Cl. Cell line: MOLT-4. Synergy scores: CSS=49.2, Synergy_ZIP=-0.139, Synergy_Bliss=0.287, Synergy_Loewe=-11.0, Synergy_HSA=1.48. (6) Drug 1: C1CCC(C1)C(CC#N)N2C=C(C=N2)C3=C4C=CNC4=NC=N3. Drug 2: CN1CCC(CC1)COC2=C(C=C3C(=C2)N=CN=C3NC4=C(C=C(C=C4)Br)F)OC. Cell line: CAKI-1. Synergy scores: CSS=42.1, Synergy_ZIP=0.673, Synergy_Bliss=3.24, Synergy_Loewe=-8.71, Synergy_HSA=7.90.